This data is from Catalyst prediction with 721,799 reactions and 888 catalyst types from USPTO. The task is: Predict which catalyst facilitates the given reaction. Reactant: [CH3:1][O:2][C:3]1[CH:4]=[C:5]([CH:11]=[CH:12][C:13]=1[O:14][Si:15]([C:18]([CH3:21])([CH3:20])[CH3:19])([CH3:17])[CH3:16])/[CH:6]=[CH:7]/[C:8]([OH:10])=O.[C:22]([O:25][CH2:26][CH3:27])(=[S:24])[CH3:23]. Product: [CH2:26]([O:25][C:22](=[S:24])[CH2:23][C:8](=[O:10])/[CH:7]=[CH:6]/[C:5]1[CH:11]=[CH:12][C:13]([O:14][Si:15]([C:18]([CH3:21])([CH3:20])[CH3:19])([CH3:17])[CH3:16])=[C:3]([O:2][CH3:1])[CH:4]=1)[CH3:27]. The catalyst class is: 13.